This data is from Full USPTO retrosynthesis dataset with 1.9M reactions from patents (1976-2016). The task is: Predict the reactants needed to synthesize the given product. (1) Given the product [OH:38][CH2:37][CH:34]1[CH2:35][CH2:36][N:31]([C:29](=[O:30])[CH2:28][CH2:27][C:5]2[CH:6]=[CH:7][C:8]([C:10]([N:12]3[CH2:21][C:20]4[CH:19]=[N:18][N:17]([CH3:22])[C:16]=4[NH:15][C:14]4[CH:23]=[CH:24][CH:25]=[CH:26][C:13]3=4)=[O:11])=[CH:9][C:4]=2[CH3:3])[CH2:32][CH2:33]1, predict the reactants needed to synthesize it. The reactants are: [BH4-].[Na+].[CH3:3][C:4]1[CH:9]=[C:8]([C:10]([N:12]2[CH2:21][C:20]3[CH:19]=[N:18][N:17]([CH3:22])[C:16]=3[NH:15][C:14]3[CH:23]=[CH:24][CH:25]=[CH:26][C:13]2=3)=[O:11])[CH:7]=[CH:6][C:5]=1[CH2:27][CH2:28][C:29]([N:31]1[CH2:36][CH2:35][CH:34]([CH:37]=[O:38])[CH2:33][CH2:32]1)=[O:30].Cl. (2) Given the product [CH:1]1([C:4]([C:6]2[CH:7]=[N:8][C:9]3[C:14]([C:15]=2[NH:16][C:17]2[CH:22]=[N:21][C:20]([N:23]4[CH2:28][CH2:27][NH:26][CH2:25][CH2:24]4)=[CH:19][CH:18]=2)=[CH:13][C:12]([C:36]2[CH:37]=[C:38]([Cl:44])[C:39]([OH:43])=[C:40]([Cl:42])[CH:41]=2)=[CH:11][CH:10]=3)=[O:5])[CH2:2][CH2:3]1, predict the reactants needed to synthesize it. The reactants are: [CH:1]1([C:4]([C:6]2[CH:7]=[N:8][C:9]3[C:14]([C:15]=2[NH:16][C:17]2[CH:18]=[CH:19][C:20]([N:23]4[CH2:28][CH2:27][N:26](C(OC(C)(C)C)=O)[CH2:25][CH2:24]4)=[N:21][CH:22]=2)=[CH:13][C:12]([C:36]2[CH:41]=[C:40]([Cl:42])[C:39]([OH:43])=[C:38]([Cl:44])[CH:37]=2)=[CH:11][CH:10]=3)=[O:5])[CH2:3][CH2:2]1.C(O)(C(F)(F)F)=O. (3) Given the product [Br:5][CH2:1][C:18]1[CH:19]=[C:14]([C:11]2[CH:12]=[CH:13][C:8]([C:7]([F:6])([F:23])[F:22])=[CH:9][CH:10]=2)[CH:15]=[CH:16][CH:17]=1, predict the reactants needed to synthesize it. The reactants are: [C:1]([Br:5])(Br)(Br)Br.[F:6][C:7]([F:23])([F:22])[C:8]1[CH:13]=[CH:12][C:11]([C:14]2[CH:19]=[CH:18][CH:17]=[C:16](CO)[CH:15]=2)=[CH:10][CH:9]=1. (4) Given the product [Br:10][C:6]1[C:5]2[O:11][CH:2]([CH2:3][OH:17])[CH2:1][C:4]=2[CH:9]=[CH:8][CH:7]=1, predict the reactants needed to synthesize it. The reactants are: [CH2:1]([C:4]1[CH:9]=[CH:8][CH:7]=[C:6]([Br:10])[C:5]=1[OH:11])[CH:2]=[CH2:3].ClC1C=C(C=CC=1)C(OO)=[O:17].C(=O)([O-])[O-].[K+].[K+].ClC1C2OC(CO)CC=2C(C(F)(F)F)=CC=1. (5) The reactants are: [CH2:1]([N:3]1[CH2:7][C@H:6]([CH2:8][CH2:9]I)[C:5]([C:17]2[CH:22]=[CH:21][CH:20]=[CH:19][CH:18]=2)([C:11]2[CH:16]=[CH:15][CH:14]=[CH:13][CH:12]=2)[C:4]1=[O:23])[CH3:2].[NH:24]1[CH2:29][CH2:28][O:27][CH2:26][CH2:25]1. Given the product [CH2:1]([N:3]1[CH2:7][C@H:6]([CH2:8][CH2:9][N:24]2[CH2:29][CH2:28][O:27][CH2:26][CH2:25]2)[C:5]([C:17]2[CH:22]=[CH:21][CH:20]=[CH:19][CH:18]=2)([C:11]2[CH:16]=[CH:15][CH:14]=[CH:13][CH:12]=2)[C:4]1=[O:23])[CH3:2], predict the reactants needed to synthesize it. (6) Given the product [C:1]([C:5]1[CH:10]=[CH:9][C:8]([C:11]2[CH:16]=[CH:15][CH:14]=[C:13]([CH:17]3[CH2:26][C:25]([CH3:27])([CH3:28])[C:24]4[C:19](=[CH:20][CH:21]=[C:22]([C:29]([NH:36][S:33]([CH3:32])(=[O:35])=[O:34])=[O:31])[CH:23]=4)[NH:18]3)[CH:12]=2)=[CH:7][CH:6]=1)([CH3:3])([CH3:4])[CH3:2], predict the reactants needed to synthesize it. The reactants are: [C:1]([C:5]1[CH:10]=[CH:9][C:8]([C:11]2[CH:16]=[CH:15][CH:14]=[C:13]([CH:17]3[CH2:26][C:25]([CH3:28])([CH3:27])[C:24]4[C:19](=[CH:20][CH:21]=[C:22]([C:29]([OH:31])=O)[CH:23]=4)[NH:18]3)[CH:12]=2)=[CH:7][CH:6]=1)([CH3:4])([CH3:3])[CH3:2].[CH3:32][S:33]([NH2:36])(=[O:35])=[O:34]. (7) Given the product [Br:17][CH2:9][C:8]1[C:4]2[CH:3]=[C:2]([Cl:1])[CH:16]=[CH:15][C:5]=2[S:6][C:7]=1[C:10]([O:12][CH2:13][CH3:14])=[O:11], predict the reactants needed to synthesize it. The reactants are: [Cl:1][C:2]1[CH:16]=[CH:15][C:5]2[S:6][C:7]([C:10]([O:12][CH2:13][CH3:14])=[O:11])=[C:8]([CH3:9])[C:4]=2[CH:3]=1.[Br:17]N1C(=O)CCC1=O.C(OOC(=O)C1C=CC=CC=1)(=O)C1C=CC=CC=1.